The task is: Predict the reactants needed to synthesize the given product.. This data is from Full USPTO retrosynthesis dataset with 1.9M reactions from patents (1976-2016). (1) The reactants are: [Cl:1][C:2]1[C:3]([C:26]2[N:30]3[CH:31]=[CH:32][CH:33]=[CH:34][C:29]3=[N:28][CH:27]=2)=[N:4][C:5]([NH:8][C:9]2[CH:14]=[CH:13][C:12]([C:15]([N:17]3[CH2:22][C@@H:21]4[CH2:23][C@H:18]3[CH2:19][NH:20]4)=[O:16])=[CH:11][C:10]=2[O:24][CH3:25])=[N:6][CH:7]=1.[CH3:35]N1CC2CC1CN2.CN(C(ON1N=NC2C=CC=NC1=2)=[N+](C)C)C.F[P-](F)(F)(F)(F)F.C(N(CC)C(C)C)(C)C. Given the product [Cl:1][C:2]1[C:3]([C:26]2[N:30]3[CH:31]=[CH:32][CH:33]=[CH:34][C:29]3=[N:28][CH:27]=2)=[N:4][C:5]([NH:8][C:9]2[CH:14]=[CH:13][C:12]([C:15]([N:17]3[CH2:22][C@@H:21]4[CH2:23][C@H:18]3[CH2:19][N:20]4[CH3:35])=[O:16])=[CH:11][C:10]=2[O:24][CH3:25])=[N:6][CH:7]=1, predict the reactants needed to synthesize it. (2) Given the product [O:1]1[C:5]2([CH2:10][CH2:9][CH:8]([OH:11])[CH2:7][CH2:6]2)[O:4][CH2:3][CH2:2]1, predict the reactants needed to synthesize it. The reactants are: [O:1]1[C:5]2([CH2:10][CH2:9][C:8](=[O:11])[CH2:7][CH2:6]2)[O:4][CH2:3][CH2:2]1.[BH4-].[Na+].P([O-])([O-])([O-])=O.C(OCC)C. (3) Given the product [Br:3][C:4]1[CH:5]=[C:6]([F:14])[C:7]([N+:11]([O-:13])=[O:12])=[C:8]([NH:2][CH3:1])[CH:9]=1, predict the reactants needed to synthesize it. The reactants are: [CH3:1][NH2:2].[Br:3][C:4]1[CH:5]=[C:6]([F:14])[C:7]([N+:11]([O-:13])=[O:12])=[C:8](F)[CH:9]=1.C([O-])([O-])=O.[Cs+].[Cs+].